From a dataset of Reaction yield outcomes from USPTO patents with 853,638 reactions. Predict the reaction yield, written as a fraction of the theoretical maximum amount of product (1.0 means a 100% yield; for example, 0.34 means a 34% yield). (1) The reactants are [NH2:1][C:2]1[CH:3]=[C:4]([CH:9]=[CH:10][C:11]=1[F:12])[C:5]([O:7][CH3:8])=[O:6].N1C=CC=CC=1.[F:19][C:20]1[CH:25]=[CH:24][C:23]([F:26])=[CH:22][C:21]=1[S:27](Cl)(=[O:29])=[O:28]. The catalyst is C(Cl)Cl.CN(C1C=CN=CC=1)C. The product is [F:19][C:20]1[CH:25]=[CH:24][C:23]([F:26])=[CH:22][C:21]=1[S:27]([NH:1][C:2]1[CH:3]=[C:4]([CH:9]=[CH:10][C:11]=1[F:12])[C:5]([O:7][CH3:8])=[O:6])(=[O:29])=[O:28]. The yield is 0.945. (2) The reactants are [C:1]([O:5][C:6](=[O:15])[C:7]1[CH:12]=[CH:11][C:10]([F:13])=[CH:9][C:8]=1F)([CH3:4])([CH3:3])[CH3:2].C([O-])(O)=O.[Na+].[CH3:21][O:22][CH2:23][C@@H:24]([NH2:26])[CH3:25]. No catalyst specified. The product is [C:1]([O:5][C:6](=[O:15])[C:7]1[CH:12]=[CH:11][C:10]([F:13])=[CH:9][C:8]=1[NH:26][C@@H:24]([CH3:25])[CH2:23][O:22][CH3:21])([CH3:4])([CH3:3])[CH3:2]. The yield is 0.840. (3) The reactants are [NH2:1][C:2]1[C:3]([C:9]([O:11]C)=[O:10])=[N:4][C:5](Br)=[CH:6][N:7]=1.[C:13]1(B(O)O)[CH:18]=[CH:17][CH:16]=[CH:15][CH:14]=1. The catalyst is C1C=CC(P(C2C=CC=CC=2)[C-]2C=CC=C2)=CC=1.C1C=CC(P(C2C=CC=CC=2)[C-]2C=CC=C2)=CC=1.Cl[Pd]Cl.[Fe+2].C(Cl)Cl. The product is [NH2:1][C:2]1[C:3]([C:9]([OH:11])=[O:10])=[N:4][C:5]([C:13]2[CH:18]=[CH:17][CH:16]=[CH:15][CH:14]=2)=[CH:6][N:7]=1. The yield is 0.700. (4) The reactants are [CH2:1]([O:3][C:4]1[CH:13]=[CH:12][C:7]2[N:8]=[C:9]([NH2:11])[S:10][C:6]=2[CH:5]=1)[CH3:2].[F:14][C:15]1[CH:16]=[C:17]([CH:21]=[CH:22][C:23]=1[F:24])[C:18](Cl)=[O:19].Br[CH:26]([CH2:31][CH3:32])[C:27]([O:29]C)=[O:28].COC1C=CC2N=C(N)SC=2C=1.ClC1C=C(C=CC=1)C(Cl)=O.BrCC(OCC)=O. No catalyst specified. The product is [F:14][C:15]1[CH:16]=[C:17]([CH:21]=[CH:22][C:23]=1[F:24])[C:18]([N:11]=[C:9]1[N:8]([CH:26]([CH2:31][CH3:32])[C:27]([OH:29])=[O:28])[C:7]2[CH:12]=[CH:13][C:4]([O:3][CH2:1][CH3:2])=[CH:5][C:6]=2[S:10]1)=[O:19]. The yield is 0.140. (5) The reactants are C([O:3][C:4]([C:6]1[C:10]([C:11]2[CH:16]=[CH:15][CH:14]=[CH:13][CH:12]=2)=[C:9]([CH:17]=[O:18])[NH:8][C:7]=1[CH3:19])=[O:5])C.CO.[OH-].[K+]. The catalyst is O. The product is [CH:17]([C:9]1[NH:8][C:7]([CH3:19])=[C:6]([C:4]([OH:5])=[O:3])[C:10]=1[C:11]1[CH:16]=[CH:15][CH:14]=[CH:13][CH:12]=1)=[O:18]. The yield is 0.520. (6) The reactants are [O:1]1[C:5]2[CH:6]=[CH:7][C:8]([CH:10]=O)=[CH:9][C:4]=2[CH2:3][CH2:2]1.Cl.[NH2:13]O.[OH-].[K+]. The catalyst is C(O)=O. The product is [O:1]1[C:5]2[CH:6]=[CH:7][C:8]([C:10]#[N:13])=[CH:9][C:4]=2[CH2:3][CH2:2]1. The yield is 0.620. (7) The reactants are CN(C(ON1N=NC2C=CC=NC1=2)=[N+](C)C)C.F[P-](F)(F)(F)(F)F.[F:25][C:26]1[CH:27]=[C:28]([C:33]2[CH:38]=[CH:37][C:36]([C:39]([OH:41])=O)=[C:35]([N+:42]([O-:44])=[O:43])[CH:34]=2)[CH:29]=[CH:30][C:31]=1[F:32].[NH2:45][C:46]([CH2:57][CH3:58])([CH2:51][CH2:52][CH2:53][CH2:54][CH2:55]C)[C:47]([O:49][CH3:50])=[O:48].C(N(C(C)C)CC)(C)C. The catalyst is CN(C=O)C.C(OCC)(=O)C.CCCCCC.C(OCC)(=O)C. The product is [F:25][C:26]1[CH:27]=[C:28]([C:33]2[CH:38]=[CH:37][C:36]([C:39]([NH:45][C:46]3([C:47]([O:49][CH3:50])=[O:48])[CH2:51][CH2:52][CH2:53][CH2:54][CH2:55][CH2:58][CH2:57]3)=[O:41])=[C:35]([N+:42]([O-:44])=[O:43])[CH:34]=2)[CH:29]=[CH:30][C:31]=1[F:32]. The yield is 0.680. (8) The reactants are [Cl:1][C:2]1[CH:7]=[CH:6][C:5]([C:8]2[S:9][C:10]([CH2:14][NH:15][C:16]([CH:18]3[O:23][CH2:22][CH2:21][NH:20][CH2:19]3)=[O:17])=[C:11]([CH3:13])[N:12]=2)=[CH:4][CH:3]=1.[CH3:24][O:25][C:26]([C:28]1[CH:29]=[C:30](OB(O)O)[CH:31]=[CH:32][CH:33]=1)=[O:27]. No catalyst specified. The product is [Cl:1][C:2]1[CH:3]=[CH:4][C:5]([C:8]2[S:9][C:10]([CH2:14][NH:15][C:16]([CH:18]3[O:23][CH2:22][CH2:21][N:20]([C:32]4[CH:33]=[C:28]([CH:29]=[CH:30][CH:31]=4)[C:26]([O:25][CH3:24])=[O:27])[CH2:19]3)=[O:17])=[C:11]([CH3:13])[N:12]=2)=[CH:6][CH:7]=1. The yield is 0.710.